From a dataset of Peptide-MHC class II binding affinity with 134,281 pairs from IEDB. Regression. Given a peptide amino acid sequence and an MHC pseudo amino acid sequence, predict their binding affinity value. This is MHC class II binding data. (1) The peptide sequence is GRSYAADAGYAPATP. The MHC is HLA-DQA10301-DQB10302 with pseudo-sequence HLA-DQA10301-DQB10302. The binding affinity (normalized) is 0.222. (2) The peptide sequence is DEHIILYLVNFDKDR. The MHC is HLA-DPA10301-DPB10402 with pseudo-sequence HLA-DPA10301-DPB10402. The binding affinity (normalized) is 0.604. (3) The peptide sequence is AFKVRATAANAAPAN. The MHC is DRB1_0401 with pseudo-sequence DRB1_0401. The binding affinity (normalized) is 0.687. (4) The peptide sequence is AFYVAATAANAAPAN. The MHC is HLA-DPA10103-DPB10301 with pseudo-sequence HLA-DPA10103-DPB10301. The binding affinity (normalized) is 0.599. (5) The peptide sequence is KLKLYTGEACRTGDR. The MHC is DRB1_0301 with pseudo-sequence DRB1_0301. The binding affinity (normalized) is 0.0922. (6) The peptide sequence is EISTNIRQAGVQYSR. The MHC is DRB1_1101 with pseudo-sequence DRB1_1101. The binding affinity (normalized) is 0.323. (7) The peptide sequence is QQWNFAGIEAAAS. The MHC is H-2-IAb with pseudo-sequence H-2-IAb. The binding affinity (normalized) is 0.577. (8) The peptide sequence is RNTLLFLDLIILNFV. The binding affinity (normalized) is 0.373. The MHC is DRB1_0405 with pseudo-sequence DRB1_0405.